This data is from Drug-induced liver injury (DILI) classification data. The task is: Regression/Classification. Given a drug SMILES string, predict its toxicity properties. Task type varies by dataset: regression for continuous values (e.g., LD50, hERG inhibition percentage) or binary classification for toxic/non-toxic outcomes (e.g., AMES mutagenicity, cardiotoxicity, hepatotoxicity). Dataset: dili. (1) The drug is CC1CC2C3CCC4=CC(=O)C=CC4(C)C3(F)C(O)CC2(C)C1(O)C(=O)CO. The result is 0 (no liver injury). (2) The compound is CN(C)CCOC(c1ccc(Cl)cc1)c1ccccn1. The result is 0 (no liver injury). (3) The drug is CON=C(N)c1ccc(-c2ccc(-c3ccc(C(N)=NOC)cc3)o2)cc1. The result is 1 (causes liver injury). (4) The result is 0 (no liver injury). The compound is CC(N)Cc1ccccc1. (5) The molecule is CCc1c(C)[nH]c2c1C(=O)C(CN1CCOCC1)CC2. The result is 0 (no liver injury). (6) The drug is Cn1nnc2c(C(N)=O)ncn2c1=O. The result is 0 (no liver injury). (7) The molecule is Cc1ccc(S(=O)(=O)NC(=O)NN2CCCCCC2)cc1. The result is 1 (causes liver injury). (8) The drug is C[N+](C)(C)CC(=O)[O-]. The result is 0 (no liver injury).